This data is from Forward reaction prediction with 1.9M reactions from USPTO patents (1976-2016). The task is: Predict the product of the given reaction. Given the reactants [NH2:1][C:2]1[CH:3]=[C:4]([CH:10]([NH:16][C:17]2[CH:22]=[CH:21][C:20]([C:23]#[N:24])=[CH:19][CH:18]=2)[C:11]([O:13][CH2:14][CH3:15])=[O:12])[CH:5]=[C:6]([CH2:8][CH3:9])[CH:7]=1.Cl.Cl[CH2:27][CH2:28][NH2:29].Cl[CH2:31][CH2:32]N, predict the reaction product. The product is: [C:23]([C:20]1[CH:21]=[CH:22][C:17]([NH:16][CH:10]([C:4]2[CH:3]=[C:2]([N:1]3[CH2:32][CH2:31][NH:29][CH2:28][CH2:27]3)[CH:7]=[C:6]([CH2:8][CH3:9])[CH:5]=2)[C:11]([O:13][CH2:14][CH3:15])=[O:12])=[CH:18][CH:19]=1)#[N:24].